This data is from Catalyst prediction with 721,799 reactions and 888 catalyst types from USPTO. The task is: Predict which catalyst facilitates the given reaction. (1) Reactant: [CH:1]12[CH:9]([C:10]3[CH:23]=[CH:22][C:13]([O:14][CH2:15][C@H:16]4[O:20][C:19]([NH2:21])=[N:18][CH2:17]4)=[CH:12][CH:11]=3)[CH:5]([CH2:6][CH2:7][CH2:8]1)[CH2:4][CH2:3][CH2:2]2.C([O:26][C:27](=O)[C:28]#[C:29][CH2:30][CH2:31][CH2:32][CH3:33])C. Product: [CH:1]12[CH:9]([C:10]3[CH:23]=[CH:22][C:13]([O:14][CH2:15][C@H:16]4[O:20][C:19]5=[N:21][C:27](=[O:26])[CH:28]=[C:29]([CH2:30][CH2:31][CH2:32][CH3:33])[N:18]5[CH2:17]4)=[CH:12][CH:11]=3)[CH:5]([CH2:4][CH2:3][CH2:2]1)[CH2:6][CH2:7][CH2:8]2. The catalyst class is: 22. (2) Reactant: [CH3:1][I:2].[N:3]1([C:8]([NH:10][C@:11]2([C:16]([O:18][CH2:19][CH3:20])=[O:17])[CH2:13][C@H:12]2[CH:14]=[CH2:15])=[O:9])[CH:7]=[CH:6][N:5]=[CH:4]1. Product: [I-:2].[CH2:19]([O:18][C:16]([C@@:11]1([NH:10][C:8]([N:3]2[CH:7]=[CH:6][N+:5]([CH3:1])=[CH:4]2)=[O:9])[CH2:13][C@H:12]1[CH:14]=[CH2:15])=[O:17])[CH3:20]. The catalyst class is: 10. (3) Reactant: [N+:1]([C:4]1C=C([N+]([O-])=O)C=C[C:5]=1[O-])([O-])=O.[NH2:14][N+:15]1[CH:20]=[CH:19][CH:18]=[C:17]([CH2:21][OH:22])[CH:16]=1.[OH-].[Na+]. Product: [CH3:5][C:4]1[N:1]=[C:16]2[C:17]([CH2:21][OH:22])=[CH:18][CH:19]=[CH:20][N:15]2[N:14]=1. The catalyst class is: 10. (4) Reactant: [N+:1]([C:4]1[C:5]([C:14]([NH2:16])=[O:15])=[N:6][CH:7]=[C:8]([C:10]([F:13])([F:12])[F:11])[CH:9]=1)([O-])=O. Product: [NH2:1][C:4]1[C:5]([C:14]([NH2:16])=[O:15])=[N:6][CH:7]=[C:8]([C:10]([F:13])([F:11])[F:12])[CH:9]=1. The catalyst class is: 45. (5) Reactant: [S:1]1[CH:5]=[CH:4][C:3]2[CH:6]=[CH:7][CH:8]=[CH:9][C:2]1=2.[Li]C(C)(C)C.[CH2:15](Br)[C:16]1[CH:21]=[CH:20][CH:19]=[CH:18][CH:17]=1. Product: [CH2:15]([C:5]1[S:1][C:2]2[CH:9]=[CH:8][CH:7]=[CH:6][C:3]=2[CH:4]=1)[C:16]1[CH:21]=[CH:20][CH:19]=[CH:18][CH:17]=1. The catalyst class is: 1.